Dataset: Full USPTO retrosynthesis dataset with 1.9M reactions from patents (1976-2016). Task: Predict the reactants needed to synthesize the given product. (1) Given the product [S:53]([N:50]1[C:47]2=[N:48][CH:49]=[C:44]([NH:42][NH:43][C:79]([C:74]34[CH2:75][CH2:76][C:71]([NH:70][C:68](=[O:69])[O:67][C:63]([CH3:65])([CH3:64])[CH3:66])([CH2:72][CH2:73]3)[CH2:78][CH2:77]4)=[O:80])[N:45]=[C:46]2[CH:52]=[CH:51]1)([C:56]1[CH:62]=[CH:61][C:59]([CH3:60])=[CH:58][CH:57]=1)(=[O:54])=[O:55], predict the reactants needed to synthesize it. The reactants are: ClC1C=C(S(NC23CCC(C4N5C6C=CN(S(C7C=CC(C)=CC=7)(=O)=O)C=6N=CC5=NN=4)(CC2)CC3)(=O)=O)C=CC=1.[NH:42]([C:44]1[N:45]=[C:46]2[CH:52]=[CH:51][N:50]([S:53]([C:56]3[CH:62]=[CH:61][C:59]([CH3:60])=[CH:58][CH:57]=3)(=[O:55])=[O:54])[C:47]2=[N:48][CH:49]=1)[NH2:43].[C:63]([O:67][C:68]([NH:70][C:71]12[CH2:78][CH2:77][C:74]([C:79](O)=[O:80])([CH2:75][CH2:76]1)[CH2:73][CH2:72]2)=[O:69])([CH3:66])([CH3:65])[CH3:64]. (2) Given the product [Br:11][C:12]1[CH:17]=[C:16]([F:18])[CH:15]=[CH:14][C:13]=1[C@@H:19]1[N:20]=[C:21]([C:32]2[S:33][CH:34]=[CH:35][N:36]=2)[NH:22][C:23]([CH2:30][N:6]2[CH2:7][C:3](=[CH2:2])[CH2:4][C@H:5]2[C:8]([OH:10])=[O:9])=[C:24]1[C:25]([O:27][CH2:28][CH3:29])=[O:26], predict the reactants needed to synthesize it. The reactants are: Cl.[CH2:2]=[C:3]1[CH2:7][NH:6][C@H:5]([C:8]([OH:10])=[O:9])[CH2:4]1.[Br:11][C:12]1[CH:17]=[C:16]([F:18])[CH:15]=[CH:14][C:13]=1[C@H:19]1[C:24]([C:25]([O:27][CH2:28][CH3:29])=[O:26])=[C:23]([CH2:30]Br)[NH:22][C:21]([C:32]2[S:33][CH:34]=[CH:35][N:36]=2)=[N:20]1.C(=O)([O-])[O-].[K+].[K+]. (3) The reactants are: [C:1]([C:3]1[CH:8]=[CH:7][C:6]([CH:9]2[C:18]3[C:17](=[O:19])[CH2:16][CH2:15][CH2:14][C:13]=3[N:12]([C:20]3[CH:25]=[CH:24][CH:23]=[C:22]([C:26]([F:29])([F:28])[F:27])[CH:21]=3)[C:11](=[O:30])[N:10]2[C:31]([O:33]C2C=CC([N+]([O-])=O)=CC=2)=O)=[CH:5][CH:4]=1)#[N:2].[CH3:43][NH:44][CH3:45]. Given the product [C:1]([C:3]1[CH:8]=[CH:7][C:6]([CH:9]2[C:18]3[C:17](=[O:19])[CH2:16][CH2:15][CH2:14][C:13]=3[N:12]([C:20]3[CH:25]=[CH:24][CH:23]=[C:22]([C:26]([F:27])([F:28])[F:29])[CH:21]=3)[C:11](=[O:30])[N:10]2[C:31]([N:44]([CH3:45])[CH3:43])=[O:33])=[CH:5][CH:4]=1)#[N:2], predict the reactants needed to synthesize it. (4) Given the product [CH3:66][C:60]1([CH3:67])[C@H:61]([C:63]([O:1][C@H:2]2[CH2:19][CH2:18][C@@:17]3([CH3:20])[C@@H:4]([CH2:5][CH2:6][C@:7]4([CH3:46])[C@@H:16]3[CH2:15][CH2:14][C@H:13]3[C@@:8]4([CH3:45])[CH2:9][CH2:10][C@@:11]4([C:27]([N:29]5[CH2:33][CH2:32][CH2:31][C@H:30]5[C:34]5[NH:35][C:36]([C:39]6[CH:40]=[CH:41][CH:42]=[CH:43][CH:44]=6)=[CH:37][N:38]=5)=[O:28])[CH2:23][CH2:22][C@@H:21]([C:24]([CH3:26])=[CH2:25])[C@@H:12]43)[C:3]2([CH3:48])[CH3:47])=[O:64])[CH2:62][C@@H:59]1[C:57]([O:56][CH2:49][C:50]1[CH:51]=[CH:52][CH:53]=[CH:54][CH:55]=1)=[O:58], predict the reactants needed to synthesize it. The reactants are: [OH:1][C@H:2]1[CH2:19][CH2:18][C@@:17]2([CH3:20])[C@@H:4]([CH2:5][CH2:6][C@:7]3([CH3:46])[C@@H:16]2[CH2:15][CH2:14][C@H:13]2[C@@:8]3([CH3:45])[CH2:9][CH2:10][C@@:11]3([C:27]([N:29]4[CH2:33][CH2:32][CH2:31][C@H:30]4[C:34]4[NH:35][C:36]([C:39]5[CH:44]=[CH:43][CH:42]=[CH:41][CH:40]=5)=[CH:37][N:38]=4)=[O:28])[CH2:23][CH2:22][C@@H:21]([C:24]([CH3:26])=[CH2:25])[C@@H:12]32)[C:3]1([CH3:48])[CH3:47].[CH2:49]([O:56][C:57]([C@H:59]1[CH2:62][C@@H:61]([C:63](O)=[O:64])[C:60]1([CH3:67])[CH3:66])=[O:58])[C:50]1[CH:55]=[CH:54][CH:53]=[CH:52][CH:51]=1.C1CCC(N=C=NC2CCCCC2)CC1. (5) Given the product [Br:1][C:2]1[CH:3]=[C:4]([NH:5][C:15](=[O:16])[CH3:14])[CH:6]=[CH:7][CH:8]=1, predict the reactants needed to synthesize it. The reactants are: [Br:1][C:2]1[CH:3]=[C:4]([CH:6]=[CH:7][CH:8]=1)[NH2:5].OS(O)(=O)=O.[CH3:14][C:15](OCC1C2C(=CC=CC=2)C(COC(C)=O)=C2C=1C=CC=C2)=[O:16]. (6) Given the product [Cl:1][C:2]1[CH:3]=[C:4]([NH:9][C:10]([N:57]2[CH2:58][CH2:59][N:54]3[CH:53]=[N:52][C:51]([CH:46]4[CH2:50][CH2:49][CH2:48][CH2:47]4)=[C:55]3[CH2:56]2)=[O:18])[CH:5]=[CH:6][C:7]=1[F:8], predict the reactants needed to synthesize it. The reactants are: [Cl:1][C:2]1[CH:3]=[C:4]([NH:9][C:10](=[O:18])OC2C=CC=CC=2)[CH:5]=[CH:6][C:7]=1[F:8].ClC1N=C(NC(N2CCN3N=CC(C4C=CC(F)=CC=4)=C3C2)=O)C=CC=1F.[CH:46]1([C:51]2[N:52]=[CH:53][N:54]3[CH2:59][CH2:58][NH:57][CH2:56][C:55]=23)[CH2:50][CH2:49][CH2:48][CH2:47]1.FC1C=CC(C2C=NN3CCNCC=23)=CC=1. (7) Given the product [CH2:1]([O:3][C:4](=[O:31])[C:5]([O:23][C:24]1[CH:25]=[CH:26][C:27]([CH3:30])=[CH:28][CH:29]=1)([CH3:22])[CH2:6][C:8]1[CH:9]=[CH:10][C:11]([O:14][CH2:15][C:16]2[CH:21]=[CH:20][CH:19]=[CH:18][CH:17]=2)=[CH:12][CH:13]=1)[CH3:2], predict the reactants needed to synthesize it. The reactants are: [CH2:1]([O:3][C:4](=[O:31])[C:5]([O:23][C:24]1[CH:29]=[CH:28][C:27]([CH3:30])=[CH:26][CH:25]=1)([CH3:22])[CH:6]([C:8]1[CH:13]=[CH:12][C:11]([O:14][CH2:15][C:16]2[CH:21]=[CH:20][CH:19]=[CH:18][CH:17]=2)=[CH:10][CH:9]=1)O)[CH3:2].B(F)(F)F.CCOCC.C([SiH](CC)CC)C.C([O-])([O-])=O.[Na+].[Na+]. (8) Given the product [ClH:31].[F:1][C:2]1[C:3]2[C:7]([CH:8]=[CH:9][CH:10]=1)=[N:6][N:14]1[C:13]([CH:15]3[CH2:20][CH2:19][NH:18][CH2:17][CH2:16]3)=[CH:12][C:11](=[O:28])[NH:5][C:4]=21, predict the reactants needed to synthesize it. The reactants are: [F:1][C:2]1[C:3]2[C:7]([CH:8]=[CH:9][CH:10]=1)=[N:6][N:5]1[C:11](=[O:28])[CH:12]=[C:13]([CH:15]3[CH2:20][CH2:19][N:18](C(OC(C)(C)C)=O)[CH2:17][CH2:16]3)[NH:14][C:4]=21.CO.[ClH:31].